This data is from Reaction yield outcomes from USPTO patents with 853,638 reactions. The task is: Predict the reaction yield, written as a fraction of the theoretical maximum amount of product (1.0 means a 100% yield; for example, 0.34 means a 34% yield). (1) The reactants are [Si:1]([O:8][CH2:9][C:10]([CH2:27][O:28][Si:29]([C:32]([CH3:35])([CH3:34])[CH3:33])([CH3:31])[CH3:30])([CH2:17][CH:18]=[CH:19][C:20]1[CH:25]=[CH:24][CH:23]=[CH:22][C:21]=1[Cl:26])[CH2:11][C:12]#[C:13][C:14](=[O:16])[CH3:15])([C:4]([CH3:7])([CH3:6])[CH3:5])([CH3:3])[CH3:2].CCOCC.CCCCCC. The catalyst is ClC1C=CC=CC=1Cl. The product is [Si:1]([O:8][CH2:9][C:10]1([CH2:27][O:28][Si:29]([C:32]([CH3:35])([CH3:34])[CH3:33])([CH3:31])[CH3:30])[CH2:17][C:18]2=[CH:19][C:20]3[C:25]([C:13]([C:14](=[O:16])[CH3:15])=[C:12]2[CH2:11]1)=[CH:24][CH:23]=[CH:22][C:21]=3[Cl:26])([C:4]([CH3:5])([CH3:7])[CH3:6])([CH3:3])[CH3:2]. The yield is 0.920. (2) The reactants are [F:1][C:2]([F:11])([F:10])[C:3]1[CH:7]=[C:6]([CH2:8][NH2:9])[NH:5][N:4]=1.CC(OC(OC(OC(C)(C)C)=O)=O)(C)C.C(OCC)(=O)C.CC[CH2:35][CH2:36][CH2:37][CH3:38].O. The catalyst is ClCCl. The product is [CH:37]1([CH2:38][N:5]2[C:6]([CH2:8][NH2:9])=[CH:7][C:3]([C:2]([F:1])([F:10])[F:11])=[N:4]2)[CH2:35][CH2:36]1. The yield is 0.440. (3) The reactants are [C:1]([O:4][C@H:5]([CH3:29])[CH2:6][CH2:7][CH2:8][CH2:9][N:10]1[C:19](=[O:20])[C:18]2[N:17](CC3C=CC=CC=3)[CH:16]=[N:15][C:14]=2[N:13]([CH3:28])[C:11]1=[O:12])(=[O:3])[CH3:2].[H][H]. The catalyst is [Pd].C(O)(=O)C. The product is [C:1]([O:4][C@H:5]([CH3:29])[CH2:6][CH2:7][CH2:8][CH2:9][N:10]1[C:19](=[O:20])[C:18]2[NH:17][CH:16]=[N:15][C:14]=2[N:13]([CH3:28])[C:11]1=[O:12])(=[O:3])[CH3:2]. The yield is 0.960. (4) The reactants are [N:1]1[CH:6]=[CH:5][C:4](B(O)O)=[CH:3][CH:2]=1.Br[C:11]1[CH:12]=[C:13]([C:17]([NH:19][C:20]2[CH:29]=[CH:28][C:27]([Cl:30])=[CH:26][C:21]=2[C:22]([O:24][CH3:25])=[O:23])=[O:18])[CH:14]=[CH:15][CH:16]=1.C(=O)([O-])[O-].[Na+].[Na+].O. The catalyst is C1C=CC([P]([Pd]([P](C2C=CC=CC=2)(C2C=CC=CC=2)C2C=CC=CC=2)([P](C2C=CC=CC=2)(C2C=CC=CC=2)C2C=CC=CC=2)[P](C2C=CC=CC=2)(C2C=CC=CC=2)C2C=CC=CC=2)(C2C=CC=CC=2)C2C=CC=CC=2)=CC=1.CO.C1(C)C=CC=CC=1. The product is [Cl:30][C:27]1[CH:28]=[CH:29][C:20]([NH:19][C:17]([C:13]2[CH:14]=[CH:15][CH:16]=[C:11]([C:4]3[CH:5]=[CH:6][N:1]=[CH:2][CH:3]=3)[CH:12]=2)=[O:18])=[C:21]([CH:26]=1)[C:22]([O:24][CH3:25])=[O:23]. The yield is 0.320. (5) The reactants are O.[OH-].[Li+].[CH3:4][C:5]([CH3:19])([CH3:18])[C:6]#[C:7][C:8]1[N:13]=[CH:12][C:11]([C:14]([O:16]C)=[O:15])=[CH:10][N:9]=1.Cl. The catalyst is O.O1CCCC1. The product is [CH3:4][C:5]([CH3:19])([CH3:18])[C:6]#[C:7][C:8]1[N:13]=[CH:12][C:11]([C:14]([OH:16])=[O:15])=[CH:10][N:9]=1. The yield is 0.820.